The task is: Predict the reactants needed to synthesize the given product.. This data is from Full USPTO retrosynthesis dataset with 1.9M reactions from patents (1976-2016). (1) The reactants are: N#N.[CH:3]1([C:6]2[S:7][C:8]([C:14]3[CH:19]=[CH:18][CH:17]=[CH:16][CH:15]=3)=[C:9]([C:11](O)=[O:12])[N:10]=2)[CH2:5][CH2:4]1.CN(C=O)C.C(Cl)(=O)C([Cl:28])=O. Given the product [CH:3]1([C:6]2[S:7][C:8]([C:14]3[CH:19]=[CH:18][CH:17]=[CH:16][CH:15]=3)=[C:9]([C:11]([Cl:28])=[O:12])[N:10]=2)[CH2:5][CH2:4]1, predict the reactants needed to synthesize it. (2) The reactants are: C(=O)(OC[CH:5]([CH2:23]C1C=CC=CC=1)[NH:6][C:7]([CH:9]1[CH2:14][CH2:13][N:12]([C:15]2[C:20]([Cl:21])=[CH:19][N:18]=[CH:17][C:16]=2[Cl:22])[CH2:11][CH2:10]1)=[O:8])N.C[Si](I)(C)C.C(#[N:38])C. Given the product [NH2:38][CH2:23][CH2:5][NH:6][C:7]([CH:9]1[CH2:10][CH2:11][N:12]([C:15]2[C:16]([Cl:22])=[CH:17][N:18]=[CH:19][C:20]=2[Cl:21])[CH2:13][CH2:14]1)=[O:8], predict the reactants needed to synthesize it. (3) The reactants are: C(OC([N:8]1[CH2:13][CH2:12][CH:11]([CH2:14][O:15][C:16]2[CH:21]=[CH:20][CH:19]=[C:18]([CH2:22][NH:23][CH3:24])[CH:17]=2)[CH2:10][CH2:9]1)=O)(C)(C)C.CCN(C(C)C)C(C)C.Br[CH2:35][C:36]([C:38]1[CH:43]=[CH:42][C:41]([O:44][CH3:45])=[CH:40][CH:39]=1)=O. Given the product [CH3:45][O:44][C:41]1[CH:42]=[CH:43][C:38]([CH:36]2[C:19]3[C:18](=[CH:17][C:16]([O:15][CH2:14][CH:11]4[CH2:10][CH2:9][NH:8][CH2:13][CH2:12]4)=[CH:21][CH:20]=3)[CH2:22][N:23]([CH3:24])[CH2:35]2)=[CH:39][CH:40]=1, predict the reactants needed to synthesize it. (4) The reactants are: [OH:1][C:2]1[CH:3]=[C:4]([CH:7]=[C:8]([OH:10])[CH:9]=1)[CH:5]=[O:6].[CH2:11](Br)[C:12]1[CH:17]=[CH:16][CH:15]=[CH:14][CH:13]=1.C(=O)([O-])[O-].[Cs+].[Cs+]. Given the product [CH2:11]([O:1][C:2]1[CH:3]=[C:4]([CH:7]=[C:8]([OH:10])[CH:9]=1)[CH:5]=[O:6])[C:12]1[CH:17]=[CH:16][CH:15]=[CH:14][CH:13]=1, predict the reactants needed to synthesize it. (5) The reactants are: [OH:1][CH:2]1[CH:7]([C:8]2[CH:13]=[CH:12][C:11]([OH:14])=[CH:10][CH:9]=2)[CH2:6][CH2:5][N:4]([C:15]([O:17][C:18]([CH3:21])([CH3:20])[CH3:19])=[O:16])[CH2:3]1.Br[CH2:23][CH2:24][CH2:25][O:26][C:27]1[CH:32]=[CH:31][CH:30]=[C:29]([O:33][CH3:34])[CH:28]=1. Given the product [OH:1][CH:2]1[CH:7]([C:8]2[CH:9]=[CH:10][C:11]([O:14][CH2:23][CH2:24][CH2:25][O:26][C:27]3[CH:32]=[CH:31][CH:30]=[C:29]([O:33][CH3:34])[CH:28]=3)=[CH:12][CH:13]=2)[CH2:6][CH2:5][N:4]([C:15]([O:17][C:18]([CH3:21])([CH3:20])[CH3:19])=[O:16])[CH2:3]1, predict the reactants needed to synthesize it. (6) The reactants are: [O:1]1[CH2:5][CH2:4][O:3][CH:2]1[C:6]1[CH:11]=[C:10]([O:12][CH3:13])[C:9](B(O)O)=[C:8]([O:17][CH3:18])[CH:7]=1.[CH3:19][O:20][C:21](=[O:49])[C@H:22]([CH2:34][C:35]1[CH:40]=[CH:39][C:38](OS(C(F)(F)F)(=O)=O)=[CH:37][CH:36]=1)[NH:23][C:24](=[O:33])[C:25]1[C:30]([Cl:31])=[CH:29][CH:28]=[CH:27][C:26]=1[Cl:32]. Given the product [CH3:19][O:20][C:21](=[O:49])[C@H:22]([CH2:34][C:35]1[CH:36]=[CH:37][C:38]([C:9]2[C:10]([O:12][CH3:13])=[CH:11][C:6]([CH:2]3[O:3][CH2:4][CH2:5][O:1]3)=[CH:7][C:8]=2[O:17][CH3:18])=[CH:39][CH:40]=1)[NH:23][C:24](=[O:33])[C:25]1[C:26]([Cl:32])=[CH:27][CH:28]=[CH:29][C:30]=1[Cl:31], predict the reactants needed to synthesize it. (7) Given the product [CH3:23][C:13]1[S:14][C:15]([C:16]2[CH:17]=[C:18]([CH3:22])[CH:19]=[CH:20][CH:21]=2)=[C:11]([C:9]([N:8]2[CH2:7][C@H:6]3[C@H:4]([CH2:5]3)[C@H:3]2[CH2:2][NH:1][C:35]([C:29]2[N:30]([CH3:34])[C:31]3[C:27]([CH:28]=2)=[CH:26][C:25]([F:24])=[CH:33][CH:32]=3)=[O:36])=[O:10])[N:12]=1, predict the reactants needed to synthesize it. The reactants are: [NH2:1][CH2:2][C@H:3]1[N:8]([C:9]([C:11]2[N:12]=[C:13]([CH3:23])[S:14][C:15]=2[C:16]2[CH:17]=[C:18]([CH3:22])[CH:19]=[CH:20][CH:21]=2)=[O:10])[CH2:7][C@H:6]2[C@@H:4]1[CH2:5]2.[F:24][C:25]1[CH:26]=[C:27]2[C:31](=[CH:32][CH:33]=1)[N:30]([CH3:34])[C:29]([C:35](O)=[O:36])=[CH:28]2. (8) Given the product [CH3:3][C:4]1([CH2:9][CH2:10][CH:11]=[C:12]([CH3:14])[CH3:13])[CH2:6][CH:5]1[CH2:7][O:8][CH2:15][C:16]1[CH:21]=[CH:20][CH:19]=[CH:18][CH:17]=1, predict the reactants needed to synthesize it. The reactants are: [H-].[Na+].[CH3:3][C:4]1([CH2:9][CH2:10][CH:11]=[C:12]([CH3:14])[CH3:13])[CH2:6][CH:5]1[CH2:7][OH:8].[CH2:15](Br)[C:16]1[CH:21]=[CH:20][CH:19]=[CH:18][CH:17]=1.